This data is from Full USPTO retrosynthesis dataset with 1.9M reactions from patents (1976-2016). The task is: Predict the reactants needed to synthesize the given product. (1) Given the product [N+:24]([C:27]1[CH:28]=[C:29]([CH:33]=[C:34]([N+:36]([O-:38])=[O:37])[CH:35]=1)[C:30]([NH:1][C:2]1[CH:7]=[CH:6][CH:5]=[C:4]([C:8]2[N:13]3[N:14]=[CH:15][C:16]([C:17]([C:19]4[S:20][CH:21]=[CH:22][CH:23]=4)=[O:18])=[C:12]3[N:11]=[CH:10][CH:9]=2)[CH:3]=1)=[O:31])([O-:26])=[O:25], predict the reactants needed to synthesize it. The reactants are: [NH2:1][C:2]1[CH:3]=[C:4]([C:8]2[N:13]3[N:14]=[CH:15][C:16]([C:17]([C:19]4[S:20][CH:21]=[CH:22][CH:23]=4)=[O:18])=[C:12]3[N:11]=[CH:10][CH:9]=2)[CH:5]=[CH:6][CH:7]=1.[N+:24]([C:27]1[CH:28]=[C:29]([CH:33]=[C:34]([N+:36]([O-:38])=[O:37])[CH:35]=1)[C:30](Cl)=[O:31])([O-:26])=[O:25]. (2) Given the product [F:1][C:2]1[CH:3]=[C:4]([N:9]2[C:13]([CH3:14])([CH3:15])[C:12](=[O:16])[N:11]([C:17]3[CH:24]=[CH:23][C:20]([C:21]#[N:22])=[C:19]([C:25]([F:26])([F:27])[F:28])[CH:18]=3)[C:10]2=[S:29])[CH:5]=[CH:6][C:7]=1[O:8][CH:32]1[CH2:33][O:30][CH2:31]1, predict the reactants needed to synthesize it. The reactants are: [F:1][C:2]1[CH:3]=[C:4]([N:9]2[C:13]([CH3:15])([CH3:14])[C:12](=[O:16])[N:11]([C:17]3[CH:24]=[CH:23][C:20]([C:21]#[N:22])=[C:19]([C:25]([F:28])([F:27])[F:26])[CH:18]=3)[C:10]2=[S:29])[CH:5]=[CH:6][C:7]=1[OH:8].[O:30]1[CH2:33][CH:32](OS(C2C=CC(C)=CC=2)(=O)=O)[CH2:31]1.C(=O)([O-])[O-].[K+].[K+].O. (3) Given the product [Cl:7][C:8]1[CH:9]=[C:10]([CH3:22])[C:11]2[CH2:12][N:13]([CH3:3])[CH2:14][CH:15]([CH:19]3[CH2:21][CH2:20]3)[O:16][C:17]=2[N:18]=1, predict the reactants needed to synthesize it. The reactants are: C=O.[C:3](O)(=O)C.[Cl:7][C:8]1[CH:9]=[C:10]([CH3:22])[C:11]2[CH2:12][NH:13][CH2:14][CH:15]([CH:19]3[CH2:21][CH2:20]3)[O:16][C:17]=2[N:18]=1.C([BH3-])#N.[Na+]. (4) The reactants are: [CH3:1][C:2]1[CH:7]=[CH:6][C:5]([SH:8])=[CH:4][CH:3]=1.[OH-:9].[Na+].I[CH2:12][CH2:13][CH3:14].ClC1C=CC=C(C(OO)=[O:23])C=1. Given the product [CH3:1][C:2]1[CH:7]=[CH:6][C:5]([S:8]([CH2:12][CH2:13][CH3:14])(=[O:23])=[O:9])=[CH:4][CH:3]=1, predict the reactants needed to synthesize it. (5) Given the product [NH:1]([C:8]1[C:17]2[CH:16]=[N:15][CH:14]=[N:13][C:12]=2[N:11]([O:18][CH2:19][C:20]2[CH:25]=[CH:24][CH:23]=[CH:22][CH:21]=2)[C:10](=[O:26])[CH:9]=1)[C:2]1[CH:7]=[CH:6][CH:5]=[CH:4][CH:3]=1, predict the reactants needed to synthesize it. The reactants are: [NH:1]([C:8]1[C:17]2[CH:16]=[N:15][CH:14]=[N:13][C:12]=2[N:11]([O:18][CH2:19][C:20]2[CH:25]=[CH:24][CH:23]=[CH:22][CH:21]=2)[C:10](=[O:26])[C:9]=1C(OCC)=O)[C:2]1[CH:7]=[CH:6][CH:5]=[CH:4][CH:3]=1.[OH-].[Na+]. (6) Given the product [CH:37]([S:72]([N:9]1[CH2:10][CH2:12][O:43][CH2:17][CH2:18]1)(=[O:74])=[O:73])=[CH2:40], predict the reactants needed to synthesize it. The reactants are: C1C2[C:10]3=[CH:12]C4C=CC(C(N)=O)=[CH:17][C:18]=4[N:9]3CC=CC=2C=CC=1.C1C2C3=CC4C=C[C:37]([C:40](O)=O)=CC=4N3CC=CC=2C=CC=1.[OH-:43].[Na+].Cl.C(Cl)(=O)C(Cl)=O.CCN(P1(N(C)CCCN1C)=NC(C)(C)C)CC.CN[S:72](NC)(=[O:74])=[O:73]. (7) Given the product [C:1]([C:5]1[CH:6]=[C:7]2[C:8](=[CH:9][C:10]=1[N+:11]([O-:13])=[O:12])[NH:14][CH:15]=[CH:16]2)([CH3:4])([CH3:3])[CH3:2], predict the reactants needed to synthesize it. The reactants are: [C:1]([C:5]1[C:10]([N+:11]([O-:13])=[O:12])=[CH:9][C:8]([NH:14][C:15]#[C:16][Si](C)(C)C)=[CH:7][CH:6]=1)([CH3:4])([CH3:3])[CH3:2]. (8) Given the product [CH2:1]([N:8]([CH2:21][C:22]1[CH:23]=[CH:24][C:25]([O:26][C:27]2[CH:28]=[CH:29][C:30]([O:31][CH2:32][C:33]([N:46]([CH3:47])[CH2:45][C:44]([OH:48])=[O:43])=[O:34])=[CH:36][CH:37]=2)=[CH:38][CH:39]=1)[C:9]1[CH:14]=[CH:13][CH:12]=[C:11]([NH:15][S:16]([CH3:19])(=[O:17])=[O:18])[C:10]=1[CH3:20])[C:2]1[CH:3]=[CH:4][CH:5]=[CH:6][CH:7]=1, predict the reactants needed to synthesize it. The reactants are: [CH2:1]([N:8]([CH2:21][C:22]1[CH:39]=[CH:38][C:25]([O:26][C:27]2[CH:37]=[CH:36][C:30]([O:31][CH2:32][C:33](O)=[O:34])=[CH:29][CH:28]=2)=[CH:24][CH:23]=1)[C:9]1[CH:14]=[CH:13][CH:12]=[C:11]([NH:15][S:16]([CH3:19])(=[O:18])=[O:17])[C:10]=1[CH3:20])[C:2]1[CH:7]=[CH:6][CH:5]=[CH:4][CH:3]=1.Cl.C([O:43][C:44](=[O:48])[CH2:45][NH:46][CH3:47])C. (9) Given the product [Cl:12][C:10]1[CH:9]=[CH:8][C:7]([NH:13][S:14]([C:17]([F:20])([F:19])[F:18])(=[O:16])=[O:15])=[C:6]([C:1](=[N:30][O:29][C:26]2[CH:27]=[CH:28][C:23]([Cl:22])=[CH:24][CH:25]=2)[CH2:2][CH2:3][CH3:4])[CH:11]=1, predict the reactants needed to synthesize it. The reactants are: [C:1]([C:6]1[CH:11]=[C:10]([Cl:12])[CH:9]=[CH:8][C:7]=1[NH:13][S:14]([C:17]([F:20])([F:19])[F:18])(=[O:16])=[O:15])(=O)[CH2:2][CH2:3][CH3:4].Cl.[Cl:22][C:23]1[CH:28]=[CH:27][C:26]([O:29][NH2:30])=[CH:25][CH:24]=1.CC([O-])=O.[Na+]. (10) Given the product [CH2:1]([C:3]1[S:28][C:6]2[N:7]=[C:8]([NH:17][C:18]([NH:20][CH2:21][CH2:22][C:23]([O:25][CH2:26][CH3:27])=[O:24])=[O:19])[N:9]=[C:10]([N:11]3[CH2:12][CH2:13][N:14]([C:41](=[O:42])[CH2:40][C:39]([F:45])([F:44])[F:38])[CH2:15][CH2:16]3)[C:5]=2[CH:4]=1)[CH3:2], predict the reactants needed to synthesize it. The reactants are: [CH2:1]([C:3]1[S:28][C:6]2[N:7]=[C:8]([NH:17][C:18]([NH:20][CH2:21][CH2:22][C:23]([O:25][CH2:26][CH3:27])=[O:24])=[O:19])[N:9]=[C:10]([N:11]3[CH2:16][CH2:15][NH:14][CH2:13][CH2:12]3)[C:5]=2[CH:4]=1)[CH3:2].C(N(C(C)C)CC)(C)C.[F:38][C:39]([F:45])([F:44])[CH2:40][C:41](O)=[O:42].CN(C(ON1N=NC2C=CC=NC1=2)=[N+](C)C)C.F[P-](F)(F)(F)(F)F.